The task is: Regression. Given a peptide amino acid sequence and an MHC pseudo amino acid sequence, predict their binding affinity value. This is MHC class I binding data.. This data is from Peptide-MHC class I binding affinity with 185,985 pairs from IEDB/IMGT. (1) The peptide sequence is TYPVLEEMF. The MHC is HLA-B53:01 with pseudo-sequence HLA-B53:01. The binding affinity (normalized) is 0.129. (2) The MHC is Mamu-A02 with pseudo-sequence Mamu-A02. The binding affinity (normalized) is 0.731. The peptide sequence is FLEESHPGIF. (3) The peptide sequence is EPALRGSTL. The MHC is HLA-B07:02 with pseudo-sequence HLA-B07:02. The binding affinity (normalized) is 0.574.